Predict the reactants needed to synthesize the given product. From a dataset of Full USPTO retrosynthesis dataset with 1.9M reactions from patents (1976-2016). (1) Given the product [F:18][C:2]([F:1])([F:19])[C:3]1[CH:4]=[CH:5][C:6]([C:9]2[CH:14]=[CH:13][CH:12]=[CH:11][C:10]=2[C:15]([NH:43][C:44]2[CH:45]=[CH:46][C:47]([CH2:50][C:51]([O:53][CH2:54][CH3:55])=[O:52])=[CH:48][CH:49]=2)=[O:17])=[CH:7][CH:8]=1, predict the reactants needed to synthesize it. The reactants are: [F:1][C:2]([F:19])([F:18])[C:3]1[CH:8]=[CH:7][C:6]([C:9]2[C:10]([C:15]([OH:17])=O)=[CH:11][CH:12]=[CH:13][CH:14]=2)=[CH:5][CH:4]=1.O.ON1C2C=CC=CC=2N=N1.Cl.CN(C)CCCN=C=NCC.[NH2:43][C:44]1[CH:49]=[CH:48][C:47]([CH2:50][C:51]([O:53][CH2:54][CH3:55])=[O:52])=[CH:46][CH:45]=1. (2) Given the product [Cl:12][C:4]1[C:5]([O:10][CH3:11])=[CH:6][C:7]([O:8][CH3:9])=[C:2]([Cl:1])[C:3]=1[C:13]1[N:18]=[CH:17][C:16]2[C:19]([I:22])=[N:20][NH:21][C:15]=2[CH:14]=1, predict the reactants needed to synthesize it. The reactants are: [Cl:1][C:2]1[C:7]([O:8][CH3:9])=[CH:6][C:5]([O:10][CH3:11])=[C:4]([Cl:12])[C:3]=1[C:13]1[N:18]=[CH:17][C:16]2[CH:19]=[N:20][NH:21][C:15]=2[CH:14]=1.[I:22]N1C(=O)CCC1=O.